From a dataset of Full USPTO retrosynthesis dataset with 1.9M reactions from patents (1976-2016). Predict the reactants needed to synthesize the given product. (1) Given the product [NH:9]1[C:10]2[C:15](=[CH:14][CH:13]=[CH:12][CH:11]=2)[C:7]([C:4]2[CH2:3][CH2:2][N:1]([CH2:17][CH2:18][C:19]3[C:24](=[O:25])[N:23]4[CH:26]=[CH:27][CH:28]=[C:29]([CH3:30])[C:22]4=[N:21][C:20]=3[CH3:31])[CH2:6][CH:5]=2)=[CH:8]1, predict the reactants needed to synthesize it. The reactants are: [NH:1]1[CH2:6][CH:5]=[C:4]([C:7]2[C:15]3[C:10](=[CH:11][CH:12]=[CH:13][CH:14]=3)[NH:9][CH:8]=2)[CH2:3][CH2:2]1.Cl[CH2:17][CH2:18][C:19]1[C:24](=[O:25])[N:23]2[CH:26]=[CH:27][CH:28]=[C:29]([CH3:30])[C:22]2=[N:21][C:20]=1[CH3:31].C(=O)([O-])[O-].[K+].[K+]. (2) The reactants are: [CH3:1][C:2]1[CH:3]=[C:4]([C:14]([O:16]CC)=[O:15])[C:5]2[N:10]([CH:11]=1)[CH2:9][CH2:8][S:7](=[O:13])(=[O:12])[N:6]=2.[OH-].[Na+].Cl.O. Given the product [CH3:1][C:2]1[CH:3]=[C:4]([C:14]([OH:16])=[O:15])[C:5]2[N:10]([CH:11]=1)[CH2:9][CH2:8][S:7](=[O:12])(=[O:13])[N:6]=2, predict the reactants needed to synthesize it. (3) Given the product [CH:1]1[C:14]2[C:5](=[CH:6][C:7]3[C:12]([C:13]=2[C:15]2[CH:16]=[C:17]([C:18]4[O:19][C:26]5[CH:27]=[CH:28][CH:29]=[CH:30][C:25]=5[N:24]=4)[CH:20]=[C:21]([Br:23])[CH:22]=2)=[CH:11][CH:10]=[CH:9][CH:8]=3)[CH:4]=[CH:3][CH:2]=1, predict the reactants needed to synthesize it. The reactants are: [CH:1]1[C:14]2[C:5](=[CH:6][C:7]3[C:12]([C:13]=2[C:15]2[CH:16]=[C:17]([CH:20]=[C:21]([Br:23])[CH:22]=2)[CH:18]=[O:19])=[CH:11][CH:10]=[CH:9][CH:8]=3)[CH:4]=[CH:3][CH:2]=1.[NH2:24][C:25]1[CH:30]=[CH:29][CH:28]=[CH:27][C:26]=1O.C([O-])(=O)C.[Pb+4].C([O-])(=O)C.C([O-])(=O)C.C([O-])(=O)C.O. (4) Given the product [Cl:25][C:10]1[N:11]=[N:12][C:13]([CH3:14])=[C:8]([C:5]2[CH:6]=[CH:7][C:2]([Cl:1])=[CH:3][CH:4]=2)[C:9]=1[C:16]1[C:21]([CH3:22])=[CH:20][CH:19]=[CH:18][N:17]=1, predict the reactants needed to synthesize it. The reactants are: [Cl:1][C:2]1[CH:7]=[CH:6][C:5]([C:8]2[C:13]([CH3:14])=[N:12][NH:11][C:10](=O)[C:9]=2[C:16]2[C:21]([CH3:22])=[CH:20][CH:19]=[CH:18][N:17]=2)=[CH:4][CH:3]=1.P(Cl)(Cl)([Cl:25])=O. (5) Given the product [CH2:17]([O:16][C:14](=[O:15])[NH:13][CH2:12][CH2:11][CH2:10][CH2:9][C@H:8]([NH2:7])[CH2:24][NH2:25])[C:18]1[CH:19]=[CH:20][CH:21]=[CH:22][CH:23]=1, predict the reactants needed to synthesize it. The reactants are: C(OC(=O)[NH:7][C@H:8]([CH2:24][NH2:25])[CH2:9][CH2:10][CH2:11][CH2:12][NH:13][C:14]([O:16][CH2:17][C:18]1[CH:23]=[CH:22][CH:21]=[CH:20][CH:19]=1)=[O:15])(C)(C)C.C(O)(C(F)(F)F)=O.